From a dataset of Experimentally validated miRNA-target interactions with 360,000+ pairs, plus equal number of negative samples. Binary Classification. Given a miRNA mature sequence and a target amino acid sequence, predict their likelihood of interaction. (1) The miRNA is hsa-miR-340-5p with sequence UUAUAAAGCAAUGAGACUGAUU. The protein sequence of the target gene is MEVYIPSFRYEESDLERGYTVFKIEVLMNGRKHFVEKRYSEFHALHKKLKKCIKTPEIPSKHVRNWVPKVLEQRRQGLETYLQAVILENEELPKLFLDFLNVRHLPSLPKAESCGSFDETESEESSKLSHQPVLLFLRDPYVLPAASDFPNVVIEGVLHGIFYPHLQPR. Result: 1 (interaction). (2) The miRNA is mmu-miR-141-3p with sequence UAACACUGUCUGGUAAAGAUGG. The protein sequence of the target gene is MNTTDSGVNCLCAICGDRATGKHYGASSCDGCKGFFRRSIRKSHVYSCRFSRQCVVDKDKRNQCRYCRLRKCFRAGMKKEAVQNERDRISTRRSTYEGSNIPSINTLAQAEVRSCQISVPSPSSSTDINIKKIASISDVCESMKQQLLVLVEWAKYIPAFCELPLDDQVALLRAHAGEHLLLGATKRSMMYKDILLLGNHYVIHRNSCEVEVSRVANRVLDELVRPFQEIQIDDNEYACLKAIVFFDPDAKGLSDPVKIKNMRFQVQISLEDYINDRQYDSRGRFGELLLLLPTLQSITW.... Result: 1 (interaction).